From a dataset of Reaction yield outcomes from USPTO patents with 853,638 reactions. Predict the reaction yield, written as a fraction of the theoretical maximum amount of product (1.0 means a 100% yield; for example, 0.34 means a 34% yield). (1) The reactants are OC(C(F)(F)F)=O.[CH:8]([N:11]1[C:15]([C:16]2[S:17][C:18]3[CH2:19][CH2:20][O:21][C:22]4[CH:29]=[C:28]([CH:30]5[CH2:35][CH2:34][NH:33][CH2:32][CH2:31]5)[CH:27]=[CH:26][C:23]=4[C:24]=3[N:25]=2)=[N:14][CH:13]=[N:12]1)([CH3:10])[CH3:9].[CH:36]([S:38]([CH3:41])(=[O:40])=[O:39])=[CH2:37].C(Cl)Cl.CO. The catalyst is O.C(O)C. The product is [CH:8]([N:11]1[C:15]([C:16]2[S:17][C:18]3[CH2:19][CH2:20][O:21][C:22]4[CH:29]=[C:28]([CH:30]5[CH2:35][CH2:34][N:33]([CH2:37][CH2:36][S:38]([CH3:41])(=[O:40])=[O:39])[CH2:32][CH2:31]5)[CH:27]=[CH:26][C:23]=4[C:24]=3[N:25]=2)=[N:14][CH:13]=[N:12]1)([CH3:10])[CH3:9]. The yield is 0.710. (2) The reactants are [F:1][C:2]1[CH:7]=[CH:6][CH:5]=[CH:4][C:3]=1[C:8]1[NH:12][CH:11]=[C:10]([CH:13]=[O:14])[CH:9]=1.[H-].[Na+].C1OCCOCCOCCOCCOC1.[Cl:32][C:33]1[N:38]=[CH:37][C:36]([S:39](Cl)(=[O:41])=[O:40])=[CH:35][CH:34]=1. The catalyst is O1CCCC1.O. The product is [Cl:32][C:33]1[N:38]=[CH:37][C:36]([S:39]([N:12]2[C:8]([C:3]3[CH:4]=[CH:5][CH:6]=[CH:7][C:2]=3[F:1])=[CH:9][C:10]([CH:13]=[O:14])=[CH:11]2)(=[O:41])=[O:40])=[CH:35][CH:34]=1. The yield is 0.660. (3) The reactants are C1(C)C(S(O)(=O)=O)=CC=CC=1.[NH2:12][N:13]1[CH2:17][CH:16]([C:18]2[CH:23]=[CH:22][C:21]([O:24][CH3:25])=[CH:20][CH:19]=2)[N:15]([CH2:26][CH2:27][C:28]2[CH:33]=[CH:32][C:31]([O:34][CH3:35])=[CH:30][CH:29]=2)[C:14]1=[O:36].Cl.[N:38]1[CH:43]=[CH:42][CH:41]=[C:40]([S:44](Cl)(=[O:46])=[O:45])[CH:39]=1.CN1CCOCC1. The catalyst is ClCCl. The product is [N:38]1[CH:43]=[CH:42][CH:41]=[C:40]([S:44]([NH:12][N:13]2[CH2:17][CH:16]([C:18]3[CH:19]=[CH:20][C:21]([O:24][CH3:25])=[CH:22][CH:23]=3)[N:15]([CH2:26][CH2:27][C:28]3[CH:29]=[CH:30][C:31]([O:34][CH3:35])=[CH:32][CH:33]=3)[C:14]2=[O:36])(=[O:46])=[O:45])[CH:39]=1. The yield is 0.410. (4) The reactants are [F:1][C:2]1[CH:7]=[CH:6][C:5]([C:8]2[CH:13]=[CH:12][CH:11]=[C:10]([F:14])[CH:9]=2)=[CH:4][C:3]=1[CH2:15][NH:16][C:17]1[CH:18]=[C:19]([OH:23])[CH:20]=[CH:21][CH:22]=1.CC([O-])(C)C.[K+].Br[CH2:31][C:32]([O:34][CH2:35][CH3:36])=[O:33]. The catalyst is CN(C=O)C. The product is [F:1][C:2]1[CH:7]=[CH:6][C:5]([C:8]2[CH:13]=[CH:12][CH:11]=[C:10]([F:14])[CH:9]=2)=[CH:4][C:3]=1[CH2:15][NH:16][C:17]1[CH:18]=[C:19]([CH:20]=[CH:21][CH:22]=1)[O:23][CH2:31][C:32]([O:34][CH2:35][CH3:36])=[O:33]. The yield is 0.520.